This data is from Catalyst prediction with 721,799 reactions and 888 catalyst types from USPTO. The task is: Predict which catalyst facilitates the given reaction. (1) Reactant: [Br:1][C:2]1[C:11]2[C:6](=[CH:7][C:8]([C:12]3[O:13][C:14]4[CH:26]=[CH:25][CH:24]=[CH:23][C:15]=4[C:16]=3[C:17](=[O:22])[CH2:18][CH2:19][CH2:20][CH3:21])=[CH:9][CH:10]=2)[CH:5]=[CH:4][C:3]=1[O:27][CH:28]([CH2:34][C:35]1[CH:40]=[CH:39][CH:38]=[CH:37][CH:36]=1)[C:29]([O:31]CC)=[O:30].[OH-].[K+]. Product: [Br:1][C:2]1[C:11]2[C:6](=[CH:7][C:8]([C:12]3[O:13][C:14]4[CH:26]=[CH:25][CH:24]=[CH:23][C:15]=4[C:16]=3[C:17](=[O:22])[CH2:18][CH2:19][CH2:20][CH3:21])=[CH:9][CH:10]=2)[CH:5]=[CH:4][C:3]=1[O:27][CH:28]([CH2:34][C:35]1[CH:40]=[CH:39][CH:38]=[CH:37][CH:36]=1)[C:29]([OH:31])=[O:30]. The catalyst class is: 20. (2) Product: [CH3:1][O:2][C:3]1[CH:4]=[C:5]([CH:21]2[CH2:26][CH2:25][NH:24][CH2:23][CH2:22]2)[CH:6]=[CH:7][C:8]=1[N:9]([CH3:20])[C:10]1[N:15]=[CH:14][C:13]2[N:16]=[CH:17][N:18]([CH3:19])[C:12]=2[CH:11]=1. Reactant: [CH3:1][O:2][C:3]1[CH:4]=[C:5]([CH:21]2[CH2:26][CH2:25][N:24](C(OC(C)(C)C)=O)[CH2:23][CH2:22]2)[CH:6]=[CH:7][C:8]=1[N:9]([CH3:20])[C:10]1[N:15]=[CH:14][C:13]2[N:16]=[CH:17][N:18]([CH3:19])[C:12]=2[CH:11]=1.FC(F)(F)C(O)=O. The catalyst class is: 2. (3) Reactant: [C:1](=[O:4])([O-])[O-].[K+].[K+].CI.[Br:9][C:10]1[CH:15]=[CH:14][C:13](O)=[C:12]([CH2:17][CH3:18])[CH:11]=1. Product: [Br:9][C:10]1[CH:15]=[CH:14][C:13]([O:4][CH3:1])=[C:12]([CH2:17][CH3:18])[CH:11]=1. The catalyst class is: 3. (4) Reactant: [F:1][C:2]([F:22])([F:21])[C:3]1[CH:8]=[CH:7][C:6]([CH:9]2[CH2:14][C:13](=[O:15])[NH:12][C:11]([CH3:16])=[C:10]2[C:17]([O:19][CH3:20])=[O:18])=[CH:5][CH:4]=1.C(=O)([O-])[O-].[Cs+].[Cs+].[CH3:29][O:30][C:31]1[CH:32]=[C:33]([CH:36]=[CH:37][CH:38]=1)[CH2:34]Br. Product: [CH3:16][C:11]1[N:12]([CH2:34][C:33]2[CH:36]=[CH:37][CH:38]=[C:31]([O:30][CH3:29])[CH:32]=2)[C:13](=[O:15])[CH2:14][CH:9]([C:6]2[CH:5]=[CH:4][C:3]([C:2]([F:21])([F:1])[F:22])=[CH:8][CH:7]=2)[C:10]=1[C:17]([O:19][CH3:20])=[O:18]. The catalyst class is: 18. (5) Reactant: [Cl:1][C:2]1[CH:3]=[C:4]([C@@H:12]([CH2:16][CH:17]2[CH2:21][CH2:20][CH2:19][CH2:18]2)[C:13]([OH:15])=O)[CH:5]=[CH:6][C:7]=1[S:8]([CH3:11])(=[O:10])=[O:9].C(Cl)(=O)C(Cl)=O.[CH2:28]([O:30][C:31](=[O:45])[CH:32]([C:38]1[CH:43]=[N:42][C:41]([NH2:44])=[CH:40][N:39]=1)[C:33]([O:35][CH2:36][CH3:37])=[O:34])[CH3:29].N1C(C)=CC=CC=1C. Product: [CH2:28]([O:30][C:31](=[O:45])[CH:32]([C:38]1[CH:43]=[N:42][C:41]([NH:44][C:13](=[O:15])[C@@H:12]([C:4]2[CH:5]=[CH:6][C:7]([S:8]([CH3:11])(=[O:9])=[O:10])=[C:2]([Cl:1])[CH:3]=2)[CH2:16][CH:17]2[CH2:21][CH2:20][CH2:19][CH2:18]2)=[CH:40][N:39]=1)[C:33]([O:35][CH2:36][CH3:37])=[O:34])[CH3:29]. The catalyst class is: 832.